From a dataset of Catalyst prediction with 721,799 reactions and 888 catalyst types from USPTO. Predict which catalyst facilitates the given reaction. (1) Reactant: [CH3:1][C:2]1[CH:3]=[C:4]([CH:8]=[CH:9][CH:10]=1)[C:5]([OH:7])=O.CN(C(ON1N=NC2C=CC=CC1=2)=[N+](C)C)C.[B-](F)(F)(F)F.CCN(C(C)C)C(C)C.Cl.[NH2:43][CH2:44][C@@H:45]1[CH2:50][CH2:49][CH2:48][CH2:47][N:46]1[C:51]([C:53]1[N:54]=[C:55]([CH:65]2[CH2:67][CH2:66]2)[S:56][C:57]=1[C:58]1[CH:63]=[CH:62][CH:61]=[CH:60][C:59]=1[F:64])=[O:52]. Product: [CH:65]1([C:55]2[S:56][C:57]([C:58]3[CH:63]=[CH:62][CH:61]=[CH:60][C:59]=3[F:64])=[C:53]([C:51]([N:46]3[CH2:47][CH2:48][CH2:49][CH2:50][C@H:45]3[CH2:44][NH:43][C:5](=[O:7])[C:4]3[CH:8]=[CH:9][CH:10]=[C:2]([CH3:1])[CH:3]=3)=[O:52])[N:54]=2)[CH2:67][CH2:66]1. The catalyst class is: 496. (2) Reactant: [CH2:1]([O:3][C:4]([N:6]1[CH2:13][CH:12]2[CH:8]([CH:9]([CH3:17])[C:10]3[CH:16]=[CH:15][S:14][C:11]=32)[CH2:7]1)=[O:5])[CH3:2].C(Cl)(Cl)Cl.C1C(=O)N([Br:29])C(=O)C1. Product: [CH2:1]([O:3][C:4]([N:6]1[CH2:13][CH:12]2[CH:8]([CH:9]([CH3:17])[C:10]3[CH:16]=[C:15]([Br:29])[S:14][C:11]=32)[CH2:7]1)=[O:5])[CH3:2]. The catalyst class is: 52. (3) Reactant: Cl[C:2]1[CH:3]=[C:4]([NH:14][C:15]2[CH:20]=[CH:19][C:18]([N:21]3[CH2:26][CH2:25][N:24](C(OC(C)(C)C)=O)[CH2:23][CH2:22]3)=[CH:17][C:16]=2[O:34][CH3:35])[C:5]2[C:11](=[O:12])[NH:10][CH2:9][CH2:8][NH:7][C:6]=2[N:13]=1.[Br-].[Cl:37][C:38]1[CH:45]=[CH:44][CH:43]=[C:42]([Cl:46])[C:39]=1[CH2:40][Zn+]. Product: [Cl:37][C:38]1[CH:45]=[CH:44][CH:43]=[C:42]([Cl:46])[C:39]=1[CH2:40][C:2]1[CH:3]=[C:4]([NH:14][C:15]2[CH:20]=[CH:19][C:18]([N:21]3[CH2:22][CH2:23][NH:24][CH2:25][CH2:26]3)=[CH:17][C:16]=2[O:34][CH3:35])[C:5]2[C:11](=[O:12])[NH:10][CH2:9][CH2:8][NH:7][C:6]=2[N:13]=1. The catalyst class is: 602.